From a dataset of Full USPTO retrosynthesis dataset with 1.9M reactions from patents (1976-2016). Predict the reactants needed to synthesize the given product. (1) Given the product [OH:3][CH2:4][C:6]1[CH:7]=[N:8][N:9]([CH2:15][C:16]2[CH:17]=[C:18]3[C:22](=[CH:23][CH:24]=2)[CH2:21][C@H:20]([NH:25][S:26]([CH:29]([CH3:31])[CH3:30])(=[O:28])=[O:27])[CH2:19]3)[C:10]=1[C:11]([F:12])([F:13])[F:14], predict the reactants needed to synthesize it. The reactants are: C([O:3][C:4]([C:6]1[CH:7]=[N:8][N:9]([CH2:15][C:16]2[CH:17]=[C:18]3[C:22](=[CH:23][CH:24]=2)[CH2:21][C@H:20]([NH:25][S:26]([CH:29]([CH3:31])[CH3:30])(=[O:28])=[O:27])[CH2:19]3)[C:10]=1[C:11]([F:14])([F:13])[F:12])=O)C.[H-].C([Al+]CC(C)C)C(C)C.CC(C[AlH]CC(C)C)C. (2) The reactants are: C(OC([N:8](CC1C=CC(OC)=CC=1)[C:9]1[CH:14]=[C:13]([CH2:15][C@H:16]2[C:19](=[O:20])[N:18]([C:21](=[O:36])[NH:22][C@@H:23]([C:25]3[CH:35]=[CH:34][C:28]4[O:29][C:30]([F:33])([F:32])[O:31][C:27]=4[CH:26]=3)[CH3:24])[C@@H:17]2[C:37]([O:39]CC2C=CC(OC)=CC=2)=[O:38])[CH:12]=[CH:11][N:10]=1)=O)(C)(C)C.C([SiH](CC)CC)C.[F:65][C:66]([F:71])([F:70])[C:67]([OH:69])=[O:68]. Given the product [F:65][C:66]([F:71])([F:70])[C:67]([OH:69])=[O:68].[NH2:8][C:9]1[CH:14]=[C:13]([CH2:15][C@H:16]2[C:19](=[O:20])[N:18]([C:21](=[O:36])[NH:22][C@@H:23]([C:25]3[CH:35]=[CH:34][C:28]4[O:29][C:30]([F:33])([F:32])[O:31][C:27]=4[CH:26]=3)[CH3:24])[C@@H:17]2[C:37]([OH:39])=[O:38])[CH:12]=[CH:11][N:10]=1, predict the reactants needed to synthesize it. (3) The reactants are: [C:1](OC(=O)NC(C1C=CC(CNC([C@H]2N3C(=O)C(NCC4C=CC=CC=4)=CN=C3CC2)=O)=CC=1)=N)(C)(C)[CH3:2].[CH2:39]([O:46][C:47](=[O:87])[N:48]([CH2:84][CH:85]=[CH2:86])[C:49]1[C:54](=[O:55])[N:53]2[C@H:56]([C:61](=[O:83])[NH:62][CH2:63][C:64]3[CH:69]=[CH:68][C:67]([C:70]([NH:72][C:73]([O:75][CH2:76][C:77]4[CH:82]=[CH:81][CH:80]=[CH:79][CH:78]=4)=[O:74])=[NH:71])=[CH:66][CH:65]=3)[CH2:57][C@:58]([NH2:60])([CH3:59])[C:52]2=[N:51][CH:50]=1)[C:40]1[CH:45]=[CH:44][CH:43]=[CH:42][CH:41]=1.C(=O)C.[BH-](OC(C)=O)(OC(C)=O)OC(C)=O.[Na+]. Given the product [CH2:39]([O:46][C:47](=[O:87])[N:48]([CH2:84][CH:85]=[CH2:86])[C:49]1[C:54](=[O:55])[N:53]2[C@H:56]([C:61](=[O:83])[NH:62][CH2:63][C:64]3[CH:69]=[CH:68][C:67]([C:70]([NH:72][C:73]([O:75][CH2:76][C:77]4[CH:78]=[CH:79][CH:80]=[CH:81][CH:82]=4)=[O:74])=[NH:71])=[CH:66][CH:65]=3)[CH2:57][C@:58]([NH:60][CH2:1][CH3:2])([CH3:59])[C:52]2=[N:51][CH:50]=1)[C:40]1[CH:45]=[CH:44][CH:43]=[CH:42][CH:41]=1, predict the reactants needed to synthesize it. (4) Given the product [C:1]([O:5][C:6]([N:8]1[CH2:15][C:14]2=[C:13]3[N:12]([N:11]=[C:10]2[CH2:9]1)[C:19]([CH3:21])=[C:18]([Cl:17])[C:27]([CH3:26])=[N:16]3)=[O:7])([CH3:4])([CH3:2])[CH3:3], predict the reactants needed to synthesize it. The reactants are: [C:1]([O:5][C:6]([N:8]1[CH2:15][C:14]2[C:10](=[N:11][NH:12][C:13]=2[NH2:16])[CH2:9]1)=[O:7])([CH3:4])([CH3:3])[CH3:2].[Cl:17][CH2:18][C:19]([CH2:21]C(=O)C)=O.O.[CH3:26][C:27](O)=O. (5) Given the product [CH2:1]([O:3][C:4]([C:6]1[NH:7][C:8]([CH3:21])=[C:9]([C:12]2[CH:13]=[CH:14][C:15]([C:18](=[O:20])[NH:28][C:29]3[CH:36]=[CH:35][C:32]([C:33]#[N:34])=[CH:31][CH:30]=3)=[CH:16][CH:17]=2)[C:10]=1[CH3:11])=[O:5])[CH3:2], predict the reactants needed to synthesize it. The reactants are: [CH2:1]([O:3][C:4]([C:6]1[NH:7][C:8]([CH3:21])=[C:9]([C:12]2[CH:17]=[CH:16][C:15]([C:18]([OH:20])=O)=[CH:14][CH:13]=2)[C:10]=1[CH3:11])=[O:5])[CH3:2].C(Cl)(=O)C(Cl)=O.[NH2:28][C:29]1[CH:36]=[CH:35][C:32]([C:33]#[N:34])=[CH:31][CH:30]=1. (6) Given the product [CH3:1][O:2][C:3](=[O:20])[C:4]1[CH:5]=[CH:6][C:7]([N:10]2[C:14]([NH:15][C:26]([NH:28][C:29]3[CH:30]=[CH:45][C:40]([O:39][C:36]4[CH:37]=[CH:38][N:33]=[CH:34][CH:35]=4)=[CH:41][CH:42]=3)=[O:27])=[CH:13][C:12]([C:16]([CH3:17])([CH3:19])[CH3:18])=[N:11]2)=[CH:8][CH:9]=1, predict the reactants needed to synthesize it. The reactants are: [CH3:1][O:2][C:3](=[O:20])[C:4]1[CH:9]=[CH:8][C:7]([N:10]2[C:14]([NH2:15])=[CH:13][C:12]([C:16]([CH3:19])([CH3:18])[CH3:17])=[N:11]2)=[CH:6][CH:5]=1.C1N=CN([C:26]([N:28]2C=N[CH:30]=[CH:29]2)=[O:27])C=1.[N:33]1[CH:38]=[CH:37][C:36]([O:39][C:40]2[CH:45]=CC(N)=[CH:42][CH:41]=2)=[CH:35][CH:34]=1.CCOC(C)=O.